Task: Predict the product of the given reaction.. Dataset: Forward reaction prediction with 1.9M reactions from USPTO patents (1976-2016) (1) Given the reactants [F:1][C:2]1[CH:7]=[CH:6][CH:5]=[CH:4][C:3]=1[C:8]1[CH:13]=[CH:12][N:11]=[CH:10][C:9]=1[N:14]([CH2:31][C:32]([O:34][CH3:35])=[O:33])[C:15](=[O:30])[C:16]1[CH:21]=[C:20]([C:22](F)(F)F)N=[C:18]([C:26]([F:29])([F:28])[F:27])[CH:17]=1.[CH3:36][S:37](C1C=C(C=C(C(F)(F)F)C=1)C(O)=O)(=[O:39])=[O:38].F[B-](F)(F)F.BrC1C=CC=C[N+]=1CC.C(N(CC)C(C)C)(C)C, predict the reaction product. The product is: [CH3:35][O:34][C:32](=[O:33])[CH2:31][N:14]([C:9]1[CH:10]=[N:11][CH:12]=[CH:13][C:8]=1[C:3]1[CH:4]=[CH:5][CH:6]=[CH:7][C:2]=1[F:1])[C:15](=[O:30])[C:16]1[CH:17]=[C:18]([C:26]([F:27])([F:29])[F:28])[CH:22]=[C:20]([S:37]([CH3:36])(=[O:39])=[O:38])[CH:21]=1. (2) Given the reactants [C:1]([O:5][C:6]([N:8]1[CH2:12][C@H:11]([CH2:13][NH:14][CH:15]([CH3:17])[CH3:16])[C@@H:10]([CH2:18][C:19]2[CH:24]=[CH:23][CH:22]=[CH:21][CH:20]=2)[CH2:9]1)=[O:7])([CH3:4])([CH3:3])[CH3:2].[CH3:25][O:26][C:27]1[CH:34]=[CH:33][C:30]([CH:31]=O)=[CH:29][C:28]=1[O:35][CH2:36][CH2:37][CH2:38][O:39][CH3:40].C(O[BH-](OC(=O)C)OC(=O)C)(=O)C.[Na+].C([O-])(O)=O.[Na+], predict the reaction product. The product is: [C:1]([O:5][C:6]([N:8]1[CH2:12][C@H:11]([CH2:13][N:14]([CH:15]([CH3:16])[CH3:17])[CH2:31][C:30]2[CH:33]=[CH:34][C:27]([O:26][CH3:25])=[C:28]([O:35][CH2:36][CH2:37][CH2:38][O:39][CH3:40])[CH:29]=2)[C@@H:10]([CH2:18][C:19]2[CH:20]=[CH:21][CH:22]=[CH:23][CH:24]=2)[CH2:9]1)=[O:7])([CH3:3])([CH3:4])[CH3:2]. (3) Given the reactants [CH3:1][CH:2]1[CH2:7][CH2:6][NH:5][CH2:4][CH2:3]1.CS(O[CH:13]([CH3:37])[CH2:14][O:15][C:16]1[CH:21]=[CH:20][C:19]([C:22]#[C:23][C:24]2[CH:29]=[CH:28][C:27]([C:30]3[CH:35]=[CH:34][C:33]([Cl:36])=[CH:32][CH:31]=3)=[CH:26][N:25]=2)=[CH:18][CH:17]=1)(=O)=O, predict the reaction product. The product is: [Cl:36][C:33]1[CH:34]=[CH:35][C:30]([C:27]2[CH:28]=[CH:29][C:24]([C:23]#[C:22][C:19]3[CH:18]=[CH:17][C:16]([O:15][CH2:14][CH:13]([N:5]4[CH2:6][CH2:7][CH:2]([CH3:1])[CH2:3][CH2:4]4)[CH3:37])=[CH:21][CH:20]=3)=[N:25][CH:26]=2)=[CH:31][CH:32]=1. (4) Given the reactants FC(F)(F)C(OI(C1C=CC=CC=1)OC(=O)C(F)(F)F)=O.[CH2:22]([O:24][C:25](=[O:45])[CH2:26][CH2:27][N:28]([CH2:41]C(=O)N)[C:29](=[O:40])[CH2:30][N:31]1[CH:39]=[C:37]([CH3:38])[C:35](=[O:36])[NH:34][C:32]1=[O:33])[CH3:23].C([O-])([O-])=O.[K+].[K+].[C:52](O[C:52]([O:54][C:55]([CH3:58])([CH3:57])[CH3:56])=[O:53])([O:54][C:55]([CH3:58])([CH3:57])[CH3:56])=[O:53].CC#[N:69], predict the reaction product. The product is: [CH2:22]([O:24][C:25](=[O:45])[CH2:26][CH2:27][N:28]([CH2:41][NH:69][C:52]([O:54][C:55]([CH3:58])([CH3:57])[CH3:56])=[O:53])[C:29](=[O:40])[CH2:30][N:31]1[CH:39]=[C:37]([CH3:38])[C:35](=[O:36])[NH:34][C:32]1=[O:33])[CH3:23]. (5) Given the reactants C(O[C:4](=[C:6]([C:9]#[N:10])[C:7]#[N:8])[CH3:5])C.Cl.Cl.[CH:13]1([NH:19][NH2:20])[CH2:18][CH2:17][CH2:16][CH2:15][CH2:14]1.C(N(CC)CC)C, predict the reaction product. The product is: [NH2:10][C:9]1[N:19]([CH:13]2[CH2:18][CH2:17][CH2:16][CH2:15][CH2:14]2)[N:20]=[C:4]([CH3:5])[C:6]=1[C:7]#[N:8]. (6) Given the reactants C[O:2][C:3](=[O:36])[C:4]1[CH:9]=[C:8]([CH2:10][CH3:11])[CH:7]=[CH:6][C:5]=1[NH:12][C:13]1[N:17]([C:18]2[CH:23]=[CH:22][CH:21]=[CH:20][C:19]=2[CH3:24])[N:16]=[C:15]([CH3:25])[C:14]=1[C:26]1[CH:27]=[C:28]2[C:33](=[CH:34][CH:35]=1)[N:32]=[CH:31][CH:30]=[N:29]2.[OH-].[Na+].Cl, predict the reaction product. The product is: [N:32]1[C:33]2[C:28](=[CH:27][C:26]([C:14]3[C:15]([CH3:25])=[N:16][N:17]([C:18]4[CH:23]=[CH:22][CH:21]=[CH:20][C:19]=4[CH3:24])[C:13]=3[NH:12][C:5]3[CH:6]=[CH:7][C:8]([CH2:10][CH3:11])=[CH:9][C:4]=3[C:3]([OH:36])=[O:2])=[CH:35][CH:34]=2)[N:29]=[CH:30][CH:31]=1. (7) Given the reactants [Cl:1][C:2]1[C:3]([CH3:36])=[N:4][O:5][C:6]=1[N:7]([CH2:30][O:31][CH2:32][CH2:33][O:34][CH3:35])[S:8]([C:11]1[C:19]2[C:14](=[N:15][CH:16]=[CH:17][CH:18]=2)[S:13][C:12]=1[CH:20](O)[C:21]1[CH:26]=[CH:25][C:24]([CH3:27])=[CH:23][C:22]=1[CH3:28])(=[O:10])=[O:9].C([SiH](CC)CC)C.B(F)(F)F.CCOCC, predict the reaction product. The product is: [Cl:1][C:2]1[C:3]([CH3:36])=[N:4][O:5][C:6]=1[N:7]([CH2:30][O:31][CH2:32][CH2:33][O:34][CH3:35])[S:8]([C:11]1[C:19]2[C:14](=[N:15][CH:16]=[CH:17][CH:18]=2)[S:13][C:12]=1[CH2:20][C:21]1[CH:26]=[CH:25][C:24]([CH3:27])=[CH:23][C:22]=1[CH3:28])(=[O:9])=[O:10].